Task: Predict the product of the given reaction.. Dataset: Forward reaction prediction with 1.9M reactions from USPTO patents (1976-2016) Given the reactants [NH2:1][C:2]1([C:14]([OH:16])=[O:15])[CH2:6][CH2:5][C@H:4]([C:7]2[CH:12]=[CH:11][C:10]([Br:13])=[CH:9][CH:8]=2)[CH2:3]1.O=S(Cl)[Cl:19].[CH3:21]O, predict the reaction product. The product is: [ClH:19].[NH2:1][C@:2]1([C:14]([O:16][CH3:21])=[O:15])[CH2:6][CH2:5][C@H:4]([C:7]2[CH:12]=[CH:11][C:10]([Br:13])=[CH:9][CH:8]=2)[CH2:3]1.